From a dataset of Reaction yield outcomes from USPTO patents with 853,638 reactions. Predict the reaction yield, written as a fraction of the theoretical maximum amount of product (1.0 means a 100% yield; for example, 0.34 means a 34% yield). (1) The reactants are Cl.[C:2]1(=[O:12])[C:6]2([CH2:11][CH2:10][NH:9][CH2:8][CH2:7]2)[CH2:5][CH2:4][NH:3]1.C(N(CC)CC)C.[F:20][C:21]([F:34])([F:33])[O:22][C:23]1[CH:24]=[C:25]([S:29](Cl)(=[O:31])=[O:30])[CH:26]=[CH:27][CH:28]=1. The catalyst is ClCCl. The product is [F:34][C:21]([F:20])([F:33])[O:22][C:23]1[CH:24]=[C:25]([S:29]([N:9]2[CH2:10][CH2:11][C:6]3([C:2](=[O:12])[NH:3][CH2:4][CH2:5]3)[CH2:7][CH2:8]2)(=[O:31])=[O:30])[CH:26]=[CH:27][CH:28]=1. The yield is 0.490. (2) The reactants are Cl.[CH2:2]([N:4]([C:12]1[N:17]=[CH:16][N:15]=[C:14]2[N:18]([C:21]3[CH:26]=[CH:25][C:24]([S:27]([CH3:30])(=[O:29])=[O:28])=[CH:23][C:22]=3[F:31])[N:19]=[CH:20][C:13]=12)[CH2:5][CH:6]1[CH2:11][CH2:10][NH:9][CH2:8][CH2:7]1)[CH3:3].Br[C:33]1[CH:38]=[CH:37][CH:36]=[CH:35][N:34]=1.C(N(CC)CC)C. The catalyst is CN(C=O)C. The product is [CH2:2]([N:4]([C:12]1[N:17]=[CH:16][N:15]=[C:14]2[N:18]([C:21]3[CH:26]=[CH:25][C:24]([S:27]([CH3:30])(=[O:29])=[O:28])=[CH:23][C:22]=3[F:31])[N:19]=[CH:20][C:13]=12)[CH2:5][CH:6]1[CH2:7][CH2:8][N:9]([C:33]2[CH:38]=[CH:37][CH:36]=[CH:35][N:34]=2)[CH2:10][CH2:11]1)[CH3:3]. The yield is 0.150. (3) The reactants are [CH3:1][O:2][C:3]1[CH:8]=[CH:7][C:6]([C:9]2[C:13]3[CH2:14][C:15]4[S:16][C:17]([C:20]5[CH:21]=[N:22][C:23]([N:26]6[CH2:31][CH2:30][N:29]([CH3:32])[CH2:28][CH2:27]6)=[CH:24][CH:25]=5)=[CH:18][C:19]=4[C:12]=3[N:11](COCC[Si](C)(C)C)[N:10]=2)=[CH:5][CH:4]=1.Cl. The catalyst is CO. The product is [CH3:1][O:2][C:3]1[CH:4]=[CH:5][C:6]([C:9]2[C:13]3[CH2:14][C:15]4[S:16][C:17]([C:20]5[CH:21]=[N:22][C:23]([N:26]6[CH2:27][CH2:28][N:29]([CH3:32])[CH2:30][CH2:31]6)=[CH:24][CH:25]=5)=[CH:18][C:19]=4[C:12]=3[NH:11][N:10]=2)=[CH:7][CH:8]=1. The yield is 0.950. (4) The reactants are [CH2:1]([O:3][C:4]([C:6]1[CH:10]=[CH:9][NH:8][C:7]=1[NH2:11])=[O:5])[CH3:2].[H-].[Na+].[CH3:14][C:15]([CH3:25])=[CH:16][C:17]([C:19]1[CH:24]=[CH:23][CH:22]=[CH:21][CH:20]=1)=O.[BH4-].[Na+]. The catalyst is CN(C=O)C.CCOC(C)=O.CCO. The product is [CH2:1]([O:3][C:4]([C:6]1[CH:10]=[CH:9][N:8]2[C:15]([CH3:25])([CH3:14])[CH2:16][CH:17]([C:19]3[CH:20]=[CH:21][CH:22]=[CH:23][CH:24]=3)[NH:11][C:7]=12)=[O:5])[CH3:2]. The yield is 0.630. (5) The catalyst is COCCOC.C1C=CC([P]([Pd]([P](C2C=CC=CC=2)(C2C=CC=CC=2)C2C=CC=CC=2)([P](C2C=CC=CC=2)(C2C=CC=CC=2)C2C=CC=CC=2)[P](C2C=CC=CC=2)(C2C=CC=CC=2)C2C=CC=CC=2)(C2C=CC=CC=2)C2C=CC=CC=2)=CC=1.CCO. The reactants are Br[C:2]1[CH:3]=[N:4][CH:5]=[N:6][CH:7]=1.C(=O)([O-])[O-].[Na+].[Na+].[C:14]([C:16]1[C:17]([F:25])=[C:18](B(O)O)[CH:19]=[CH:20][CH:21]=1)#[N:15].O. The yield is 0.240. The product is [F:25][C:17]1[C:18]([C:2]2[CH:3]=[N:4][CH:5]=[N:6][CH:7]=2)=[CH:19][CH:20]=[CH:21][C:16]=1[C:14]#[N:15]. (6) The reactants are [C:1]([O:5][C:6]([NH:8][C@@H:9]1[CH2:14][CH2:13][C@@H:12]([C:15](O)=[O:16])[CH2:11][C@H:10]1[O:18][CH3:19])=[O:7])([CH3:4])([CH3:3])[CH3:2].O[N:21]1C2N=CC=CC=2N=N1.Cl.CN(C)CCCN=C=NCC.C(=O)([O-])O.[NH4+]. The catalyst is CN(C=O)C. The product is [C:1]([O:5][C:6](=[O:7])[NH:8][C@@H:9]1[CH2:14][CH2:13][C@@H:12]([C:15](=[O:16])[NH2:21])[CH2:11][C@H:10]1[O:18][CH3:19])([CH3:4])([CH3:3])[CH3:2]. The yield is 0.750.